This data is from Peptide-MHC class I binding affinity with 185,985 pairs from IEDB/IMGT. The task is: Regression. Given a peptide amino acid sequence and an MHC pseudo amino acid sequence, predict their binding affinity value. This is MHC class I binding data. The peptide sequence is LEKWNLGII. The MHC is HLA-A02:06 with pseudo-sequence HLA-A02:06. The binding affinity (normalized) is 0.0847.